Task: Predict the product of the given reaction.. Dataset: Forward reaction prediction with 1.9M reactions from USPTO patents (1976-2016) (1) Given the reactants C[O:2][C:3]([C:5]1[O:6][C:7]([CH3:26])=[C:8]([CH2:10][O:11][C:12]2[CH:17]=[CH:16][C:15]([C:18]3[CH:23]=[CH:22][C:21]([O:24][CH3:25])=[CH:20][N:19]=3)=[CH:14][CH:13]=2)[CH:9]=1)=[O:4].[OH-].[Li+], predict the reaction product. The product is: [CH3:25][O:24][C:21]1[CH:22]=[CH:23][C:18]([C:15]2[CH:16]=[CH:17][C:12]([O:11][CH2:10][C:8]3[CH:9]=[C:5]([C:3]([OH:4])=[O:2])[O:6][C:7]=3[CH3:26])=[CH:13][CH:14]=2)=[N:19][CH:20]=1. (2) Given the reactants [F:1][C:2]([F:21])([F:20])[CH2:3][CH2:4][C:5](=[NH:19])[NH:6][C:7]1[CH:12]=[CH:11][C:10]([O:13][CH2:14][C:15]([F:18])([F:17])[F:16])=[CH:9][CH:8]=1.[C:22](OCC)(=[O:29])[CH2:23][C:24](OCC)=[O:25].C[O-].[Na+], predict the reaction product. The product is: [OH:29][C:22]1[N:19]=[C:5]([CH2:4][CH2:3][C:2]([F:20])([F:21])[F:1])[N:6]([C:7]2[CH:8]=[CH:9][C:10]([O:13][CH2:14][C:15]([F:17])([F:18])[F:16])=[CH:11][CH:12]=2)[C:24](=[O:25])[CH:23]=1.